Dataset: Forward reaction prediction with 1.9M reactions from USPTO patents (1976-2016). Task: Predict the product of the given reaction. (1) Given the reactants [F:1][C:2]1[CH:11]=[C:10]([F:12])[CH:9]=[C:8]2[C:3]=1[CH:4]=[CH:5][CH:6]=[N:7]2.[Li+].CC([N-]C(C)C)C.[Cl:21][C:22]1[CH:23]=[CH:24][C:25]2[N:26]([C:28]([C:31](=[O:33])[CH3:32])=[CH:29][N:30]=2)[N:27]=1, predict the reaction product. The product is: [Cl:21][C:22]1[CH:23]=[CH:24][C:25]2[N:26]([C:28]([C:31]([C:11]3[C:2]([F:1])=[C:3]4[C:8](=[CH:9][C:10]=3[F:12])[N:7]=[CH:6][CH:5]=[CH:4]4)([OH:33])[CH3:32])=[CH:29][N:30]=2)[N:27]=1. (2) Given the reactants [CH2:1]([C@@H:8]1[CH2:13][N:12]([CH2:14][C:15]2[CH:20]=[CH:19][CH:18]=[CH:17][CH:16]=2)[CH2:11][CH2:10][N:9]1[C:21]([C:23]1[N:24]=[CH:25][N:26]([CH2:34][CH2:35][NH:36][CH:37]2[CH2:42][CH2:41][O:40][CH2:39][CH2:38]2)[C:27]=1[C:28]1[CH:33]=[CH:32][CH:31]=[CH:30][CH:29]=1)=[O:22])[C:2]1[CH:7]=[CH:6][CH:5]=[CH:4][CH:3]=1.[C:43]([NH:46][CH2:47][CH2:48][CH2:49][C:50](O)=[O:51])(=[O:45])[CH3:44].CCN=C=NCCCN(C)C.Cl.C1C=CC2N(O)N=NC=2C=1.C(=O)(O)[O-].[Na+], predict the reaction product. The product is: [C:43]([NH:46][CH2:47][CH2:48][CH2:49][C:50]([N:36]([CH2:35][CH2:34][N:26]1[C:27]([C:28]2[CH:29]=[CH:30][CH:31]=[CH:32][CH:33]=2)=[C:23]([C:21]([N:9]2[CH2:10][CH2:11][N:12]([CH2:14][C:15]3[CH:16]=[CH:17][CH:18]=[CH:19][CH:20]=3)[CH2:13][C@H:8]2[CH2:1][C:2]2[CH:3]=[CH:4][CH:5]=[CH:6][CH:7]=2)=[O:22])[N:24]=[CH:25]1)[CH:37]1[CH2:38][CH2:39][O:40][CH2:41][CH2:42]1)=[O:51])(=[O:45])[CH3:44]. (3) Given the reactants COP([CH2:7][C:8](=[O:22])[CH2:9][CH2:10][CH2:11][CH2:12][CH2:13][NH:14][C:15]([O:17][C:18]([CH3:21])([CH3:20])[CH3:19])=[O:16])(=O)OC.C(=O)([O-])[O-].[K+].[K+].[CH3:29][C:30]1[N:35]=[CH:34][C:33]([CH:36]=O)=[CH:32][N:31]=1, predict the reaction product. The product is: [C:18]([O:17][C:15](=[O:16])[NH:14][CH2:13][CH2:12][CH2:11][CH2:10][CH2:9][C:8](=[O:22])[CH:7]=[CH:36][C:33]1[CH:32]=[N:31][C:30]([CH3:29])=[N:35][CH:34]=1)([CH3:19])([CH3:20])[CH3:21]. (4) Given the reactants [S:1]1[C:5]2[CH:6]=[CH:7][C:8]([CH2:10][CH2:11][O:12][CH2:13][CH2:14][N:15]3[CH2:18][CH:17]([OH:19])[CH2:16]3)=[CH:9][C:4]=2[CH:3]=[CH:2]1.[ClH:20], predict the reaction product. The product is: [ClH:20].[S:1]1[C:5]2[CH:6]=[CH:7][C:8]([CH2:10][CH2:11][O:12][CH2:13][CH2:14][N:15]3[CH2:18][CH:17]([OH:19])[CH2:16]3)=[CH:9][C:4]=2[CH:3]=[CH:2]1.